Dataset: Peptide-MHC class II binding affinity with 134,281 pairs from IEDB. Task: Regression. Given a peptide amino acid sequence and an MHC pseudo amino acid sequence, predict their binding affinity value. This is MHC class II binding data. (1) The peptide sequence is EKKYFAATRFEPLAA. The MHC is HLA-DQA10301-DQB10302 with pseudo-sequence HLA-DQA10301-DQB10302. The binding affinity (normalized) is 0.325. (2) The peptide sequence is EKKYFRATQFEPLAA. The MHC is HLA-DQA10501-DQB10201 with pseudo-sequence HLA-DQA10501-DQB10201. The binding affinity (normalized) is 0.528. (3) The peptide sequence is KGILFTSPFVLASTNAGSIN. The MHC is DRB1_0401 with pseudo-sequence DRB1_0401. The binding affinity (normalized) is 0.756. (4) The peptide sequence is HTMWHVTRGAFLVRN. The MHC is DRB1_1301 with pseudo-sequence DRB1_1301. The binding affinity (normalized) is 0.851. (5) The peptide sequence is IHIGDSSKVTITDTT. The MHC is HLA-DQA10301-DQB10302 with pseudo-sequence HLA-DQA10301-DQB10302. The binding affinity (normalized) is 0.178. (6) The peptide sequence is ADSVKGRFTISRDNS. The MHC is DRB1_1302 with pseudo-sequence DRB1_1302. The binding affinity (normalized) is 0. (7) The peptide sequence is AAAQASAAAAAYEAA. The MHC is HLA-DQA10201-DQB10202 with pseudo-sequence HLA-DQA10201-DQB10202. The binding affinity (normalized) is 0.179. (8) The peptide sequence is LNVTSEDLGKTFSVG. The MHC is DRB3_0202 with pseudo-sequence DRB3_0202. The binding affinity (normalized) is 0.499.